Dataset: Catalyst prediction with 721,799 reactions and 888 catalyst types from USPTO. Task: Predict which catalyst facilitates the given reaction. Reactant: [CH:1]1([CH2:6][C@H:7]([N:11]2[CH:16]=[C:15]([C:17]([F:20])([F:19])[F:18])[CH:14]=[CH:13][C:12]2=[O:21])[C:8](O)=[O:9])[CH2:5][CH2:4][CH2:3][CH2:2]1.C(Cl)(=O)C([Cl:25])=O.CN(C=O)C. Product: [CH:1]1([CH2:6][C@H:7]([N:11]2[CH:16]=[C:15]([C:17]([F:20])([F:19])[F:18])[CH:14]=[CH:13][C:12]2=[O:21])[C:8]([Cl:25])=[O:9])[CH2:5][CH2:4][CH2:3][CH2:2]1. The catalyst class is: 2.